From a dataset of Reaction yield outcomes from USPTO patents with 853,638 reactions. Predict the reaction yield, written as a fraction of the theoretical maximum amount of product (1.0 means a 100% yield; for example, 0.34 means a 34% yield). (1) The reactants are [CH3:1][Si:2]([CH3:19])([CH3:18])[CH2:3][CH2:4][O:5][CH2:6][N:7]1[CH:16]=[C:15]2[C:9]([NH:10][CH2:11][CH2:12][CH2:13][C:14]2=[O:17])=[N:8]1.Br[CH2:21][C:22]1[CH:27]=[CH:26][CH:25]=[C:24]([O:28][CH3:29])[CH:23]=1.C([O-])([O-])=O.[K+].[K+].O. The catalyst is CN1C(=O)CCC1. The product is [CH3:29][O:28][C:24]1[CH:23]=[C:22]([CH:27]=[CH:26][CH:25]=1)[CH2:21][N:10]1[C:9]2[C:15](=[CH:16][N:7]([CH2:6][O:5][CH2:4][CH2:3][Si:2]([CH3:19])([CH3:18])[CH3:1])[N:8]=2)[C:14](=[O:17])[CH2:13][CH2:12][CH2:11]1. The yield is 0.700. (2) The reactants are [F:1][C:2]1[CH:7]=[C:6]([F:8])[CH:5]=[CH:4][C:3]=1[N:9]1[N:17]=[C:16](N)[C:15]2[CH:14]3[CH2:19][CH:11]([CH2:12][CH2:13]3)[C:10]1=2.N([O-])=O.[Na+].[I-:24].[K+]. The catalyst is C(OCC)C.Cl.O. The product is [I:24][C:16]1[C:15]2[CH:14]3[CH2:19][CH:11]([CH2:12][CH2:13]3)[C:10]=2[N:9]([C:3]2[CH:4]=[CH:5][C:6]([F:8])=[CH:7][C:2]=2[F:1])[N:17]=1. The yield is 0.450. (3) The reactants are [N:1]1[C:2]([C:10]2[CH:11]=[C:12]([NH:16]C(=O)OC(C)(C)C)[CH:13]=[CH:14][CH:15]=2)=[CH:3][N:4]2[C:9]=1[CH:8]=[CH:7][CH:6]=[N:5]2.C(O)(C(F)(F)F)=O.[OH-].[Na+]. The catalyst is C(Cl)Cl. The product is [N:1]1[C:2]([C:10]2[CH:11]=[C:12]([CH:13]=[CH:14][CH:15]=2)[NH2:16])=[CH:3][N:4]2[C:9]=1[CH:8]=[CH:7][CH:6]=[N:5]2. The yield is 0.750. (4) The reactants are [F:1][C:2]1[CH:7]=[CH:6][CH:5]=[CH:4][C:3]=1[C:8]1([OH:19])[CH2:11][N:10]([C:12]([O:14][C:15]([CH3:18])([CH3:17])[CH3:16])=[O:13])[CH2:9]1.[H-].[Na+].I[CH2:23][CH2:24][CH2:25][CH3:26]. The catalyst is CN(C)C=O. The product is [CH2:23]([O:19][C:8]1([C:3]2[CH:4]=[CH:5][CH:6]=[CH:7][C:2]=2[F:1])[CH2:9][N:10]([C:12]([O:14][C:15]([CH3:16])([CH3:18])[CH3:17])=[O:13])[CH2:11]1)[CH2:24][CH2:25][CH3:26]. The yield is 0.790. (5) The reactants are Br[C:2]1[C:7]([C:8]([F:11])([F:10])[F:9])=[CH:6][C:5]([NH:12][C:13]2[N:17]=[C:16]([NH2:18])[NH:15][N:14]=2)=[CH:4][C:3]=1[Cl:19].CN1C(C)(C)CC(SC2C=CC(B3OC(C)(C)C(C)(C)O3)=CC=2)CC1(C)C.[CH3:47][S:48]([NH:51][CH2:52][C:53]1[CH:58]=[CH:57][C:56](B(O)O)=[CH:55][CH:54]=1)(=[O:50])=[O:49].C([O-])([O-])=O.[K+].[K+]. The catalyst is COCCOC.O1CCOCC1.CO.CCOC(C)=O.C1C=CC([P]([Pd]([P](C2C=CC=CC=2)(C2C=CC=CC=2)C2C=CC=CC=2)([P](C2C=CC=CC=2)(C2C=CC=CC=2)C2C=CC=CC=2)[P](C2C=CC=CC=2)(C2C=CC=CC=2)C2C=CC=CC=2)(C2C=CC=CC=2)C2C=CC=CC=2)=CC=1. The product is [NH2:18][C:16]1[NH:15][N:14]=[C:13]([NH:12][C:5]2[CH:6]=[C:7]([C:8]([F:11])([F:10])[F:9])[C:2]([C:56]3[CH:55]=[CH:54][C:53]([CH2:52][NH:51][S:48]([CH3:47])(=[O:49])=[O:50])=[CH:58][CH:57]=3)=[C:3]([Cl:19])[CH:4]=2)[N:17]=1. The yield is 0.180.